This data is from NCI-60 drug combinations with 297,098 pairs across 59 cell lines. The task is: Regression. Given two drug SMILES strings and cell line genomic features, predict the synergy score measuring deviation from expected non-interaction effect. (1) Drug 1: CC1=C(C=C(C=C1)NC2=NC=CC(=N2)N(C)C3=CC4=NN(C(=C4C=C3)C)C)S(=O)(=O)N.Cl. Drug 2: CC1=CC=C(C=C1)C2=CC(=NN2C3=CC=C(C=C3)S(=O)(=O)N)C(F)(F)F. Cell line: MCF7. Synergy scores: CSS=2.20, Synergy_ZIP=1.92, Synergy_Bliss=7.10, Synergy_Loewe=1.29, Synergy_HSA=4.26. (2) Synergy scores: CSS=-4.42, Synergy_ZIP=-1.58, Synergy_Bliss=-9.05, Synergy_Loewe=-6.86, Synergy_HSA=-7.96. Cell line: CAKI-1. Drug 1: CS(=O)(=O)C1=CC(=C(C=C1)C(=O)NC2=CC(=C(C=C2)Cl)C3=CC=CC=N3)Cl. Drug 2: CC(C)NC(=O)C1=CC=C(C=C1)CNNC.Cl. (3) Drug 1: CCN(CC)CCCC(C)NC1=C2C=C(C=CC2=NC3=C1C=CC(=C3)Cl)OC. Drug 2: CC1=C(C(=O)C2=C(C1=O)N3CC4C(C3(C2COC(=O)N)OC)N4)N. Cell line: HOP-62. Synergy scores: CSS=50.4, Synergy_ZIP=-2.87, Synergy_Bliss=-0.0488, Synergy_Loewe=-3.33, Synergy_HSA=0.832. (4) Drug 1: CNC(=O)C1=NC=CC(=C1)OC2=CC=C(C=C2)NC(=O)NC3=CC(=C(C=C3)Cl)C(F)(F)F. Drug 2: COCCOC1=C(C=C2C(=C1)C(=NC=N2)NC3=CC=CC(=C3)C#C)OCCOC.Cl. Cell line: DU-145. Synergy scores: CSS=8.36, Synergy_ZIP=-5.14, Synergy_Bliss=-0.977, Synergy_Loewe=-2.14, Synergy_HSA=0.546. (5) Drug 1: CC(C)(C#N)C1=CC(=CC(=C1)CN2C=NC=N2)C(C)(C)C#N. Drug 2: C1CCC(C(C1)N)N.C(=O)(C(=O)[O-])[O-].[Pt+4]. Cell line: K-562. Synergy scores: CSS=26.0, Synergy_ZIP=1.54, Synergy_Bliss=-0.376, Synergy_Loewe=-8.75, Synergy_HSA=-6.31. (6) Drug 1: CC1=CC=C(C=C1)C2=CC(=NN2C3=CC=C(C=C3)S(=O)(=O)N)C(F)(F)F. Drug 2: CC=C1C(=O)NC(C(=O)OC2CC(=O)NC(C(=O)NC(CSSCCC=C2)C(=O)N1)C(C)C)C(C)C. Cell line: TK-10. Synergy scores: CSS=28.5, Synergy_ZIP=-4.97, Synergy_Bliss=3.86, Synergy_Loewe=-87.7, Synergy_HSA=0.464. (7) Drug 1: CC1=CC2C(CCC3(C2CCC3(C(=O)C)OC(=O)C)C)C4(C1=CC(=O)CC4)C. Drug 2: CCC1(CC2CC(C3=C(CCN(C2)C1)C4=CC=CC=C4N3)(C5=C(C=C6C(=C5)C78CCN9C7C(C=CC9)(C(C(C8N6C=O)(C(=O)OC)O)OC(=O)C)CC)OC)C(=O)OC)O.OS(=O)(=O)O. Cell line: CCRF-CEM. Synergy scores: CSS=64.5, Synergy_ZIP=9.62, Synergy_Bliss=9.20, Synergy_Loewe=-43.5, Synergy_HSA=6.53.